This data is from Experimentally validated miRNA-target interactions with 360,000+ pairs, plus equal number of negative samples. The task is: Binary Classification. Given a miRNA mature sequence and a target amino acid sequence, predict their likelihood of interaction. The miRNA is hsa-miR-940 with sequence AAGGCAGGGCCCCCGCUCCCC. The protein sequence of the target gene is MESTLSASNMQDPSSSPLEKCLGSANGNGDLDSEEGSSLEETGFNWGEYLEETGASAAPHTSFKHVEISIQSNFQPGMKLEVANKNNPDTYWVATIITTCGQLLLLRYCGYGEDRRADFWCDVVIADLHPVGWCTQNNKVLMPPDAIKEKYTDWTEFLIRDLTGSRTAPANLLEGPLRGKGPIDLITVGSLIELQDSQNPFQYWIVSVIENVGGRLRLRYVGLEDTESYDQWLFYLDYRLRPVGWCQENKYRMDPPSEIYPLKMASEWKCTLEKSLIDAAKFPLPMEVFKDHADLRSHFF.... Result: 1 (interaction).